This data is from Reaction yield outcomes from USPTO patents with 853,638 reactions. The task is: Predict the reaction yield, written as a fraction of the theoretical maximum amount of product (1.0 means a 100% yield; for example, 0.34 means a 34% yield). (1) The reactants are [CH2:1]([O:3][C:4](=[O:22])[CH:5]([N:7]1[C:12]2[CH:13]=[C:14]([N+:18]([O-])=O)[C:15]([F:17])=[CH:16][C:11]=2[O:10][CH2:9][C:8]1=[S:21])[CH3:6])[CH3:2].[Cl-].[NH4+]. The yield is 0.160. The catalyst is CO.C1COCC1.[Zn]. The product is [CH2:1]([O:3][C:4](=[O:22])[CH:5]([N:7]1[C:12]2[CH:13]=[C:14]([NH2:18])[C:15]([F:17])=[CH:16][C:11]=2[O:10][CH2:9][C:8]1=[S:21])[CH3:6])[CH3:2]. (2) The reactants are [OH-].[Na+].Cl.[Cl:4][CH2:5][C:6]1[CH:11]=[CH:10][N:9]=[CH:8][CH:7]=1.ClC1C=C(C=CC=1)C(OO)=[O:17].C(=O)([O-])O.[Na+]. The catalyst is ClCCl.C(Cl)(Cl)Cl.O. The product is [Cl:4][CH2:5][C:6]1[CH:11]=[CH:10][N+:9]([O-:17])=[CH:8][CH:7]=1. The yield is 0.210. (3) The reactants are [C:1]([SiH2:5][O:6][C:7]([CH3:17])([CH3:16])[C:8]1[CH:9]=[CH:10][C:11]([F:15])=[C:12]([OH:14])[CH:13]=1)([CH3:4])([CH3:3])[CH3:2].N1C=CN=C1.[C:23]([Si:27](Cl)([CH3:29])[CH3:28])([CH3:26])([CH3:25])[CH3:24]. The yield is 0.680. The product is [C:23]([Si:27]([CH3:29])([CH3:28])[O:14][C:12]1[CH:13]=[C:8]([C:7]([CH3:17])([CH3:16])[O:6][SiH2:5][C:1]([CH3:4])([CH3:2])[CH3:3])[CH:9]=[CH:10][C:11]=1[F:15])([CH3:26])([CH3:25])[CH3:24]. The catalyst is CN(C=O)C. (4) The reactants are [F:1][C:2]1[CH:3]=[C:4]([CH:13]=[CH:14][CH:15]=1)[O:5][C:6]1[S:10][C:9]([C:11]#[N:12])=[CH:8][CH:7]=1.[H-].[Al+3].[Li+].[H-].[H-].[H-].O.C(OCC)(=O)C. The catalyst is O1CCCC1. The product is [F:1][C:2]1[CH:3]=[C:4]([CH:13]=[CH:14][CH:15]=1)[O:5][C:6]1[S:10][C:9]([CH2:11][NH2:12])=[CH:8][CH:7]=1. The yield is 0.807. (5) The reactants are [Br:1][C:2]1[CH:3]=[CH:4][CH:5]=[C:6]2[C:10]=1[NH:9][C:8](=[O:11])[C:7]2(O)[C:12]1[C:20]([OH:21])=[CH:19][C:15]2[O:16][CH2:17][O:18][C:14]=2[CH:13]=1.C([SiH](CC)CC)C. The catalyst is FC(F)(F)C(O)=O. The product is [Br:1][C:2]1[CH:3]=[CH:4][CH:5]=[C:6]2[C:10]=1[NH:9][C:8](=[O:11])[CH:7]2[C:12]1[C:20]([OH:21])=[CH:19][C:15]2[O:16][CH2:17][O:18][C:14]=2[CH:13]=1. The yield is 0.930. (6) The reactants are C[O:2][C:3]([C:5]1[CH:6]=[C:7]2[CH:13]=[C:12]([C:14]([C:19]3[CH:24]=[CH:23][C:22]([S:25]([CH3:28])(=[O:27])=[O:26])=[CH:21][CH:20]=3)=[CH:15][CH:16]([CH3:18])[CH3:17])[N:11](S(C3C=CC=CC=3)(=O)=O)[C:8]2=[N:9][CH:10]=1)=[O:4].[OH-].[Na+].Cl. The catalyst is C(O)C.ClCCl. The product is [CH3:28][S:25]([C:22]1[CH:23]=[CH:24][C:19]([C:14]([C:12]2[NH:11][C:8]3=[N:9][CH:10]=[C:5]([C:3]([OH:4])=[O:2])[CH:6]=[C:7]3[CH:13]=2)=[CH:15][CH:16]([CH3:18])[CH3:17])=[CH:20][CH:21]=1)(=[O:26])=[O:27]. The yield is 0.950. (7) The reactants are [Cl:1][C:2]1[N:7]=[C:6]([NH:8][CH3:9])[N:5]=[C:4]([N:10]2[CH2:15][CH2:14][CH:13]([C:16]([O:18]CC)=[O:17])[CH2:12][CH2:11]2)[N:3]=1.O.[OH-].[Li+].O.CO. The catalyst is O1CCCC1.C(OCC)(=O)C. The product is [Cl:1][C:2]1[N:7]=[C:6]([NH:8][CH3:9])[N:5]=[C:4]([N:10]2[CH2:15][CH2:14][CH:13]([C:16]([OH:18])=[O:17])[CH2:12][CH2:11]2)[N:3]=1. The yield is 0.990. (8) The reactants are [CH:1]1[C:6]2[S:7][C:8]3[C:9]4[C:14]([N:15]=[C:16]5[C:21]=3[CH:20]=[CH:19][CH:18]=[CH:17]5)=[CH:13][CH:12]=[CH:11][C:10]=4[C:5]=2[CH:4]=[CH:3][CH:2]=1.IC.[Cl:24][CH2:25]Cl. The catalyst is CO. The product is [Cl-:24].[CH3:25][N+:15]1[C:14]2[C:9]3=[C:10]([C:5]4[CH:4]=[CH:3][CH:2]=[CH:1][C:6]=4[S:7][C:8]3=[C:21]3[C:16]=1[CH:17]=[CH:18][CH:19]=[CH:20]3)[CH:11]=[CH:12][CH:13]=2. The yield is 0.400.